From a dataset of Full USPTO retrosynthesis dataset with 1.9M reactions from patents (1976-2016). Predict the reactants needed to synthesize the given product. (1) Given the product [C:18]1([O:17][C:15]([N:5]([CH2:1][CH2:2][CH2:3][CH3:4])[NH2:6])=[O:16])[CH:23]=[CH:22][CH:21]=[CH:20][CH:19]=1, predict the reactants needed to synthesize it. The reactants are: [CH2:1]([NH:5][NH2:6])[CH2:2][CH2:3][CH3:4].C(N(CC)CC)C.Cl[C:15]([O:17][C:18]1[CH:23]=[CH:22][CH:21]=[CH:20][CH:19]=1)=[O:16].O. (2) Given the product [PH:4](=[O:5])([O-:11])[O-:8].[C+4:3].[C+4:3].[C+4:3].[C+4:3].[C+4:3].[C+4:3].[C+4:3].[C+4:3].[C+4:3].[C+4:3].[C+4:3].[C+4:3].[C+4:3].[C+4:3].[C+4:3].[PH:4](=[O:5])([O-:11])[O-:8].[PH:4](=[O:5])([O-:11])[O-:8].[PH:4](=[O:5])([O-:11])[O-:8].[PH:4](=[O:5])([O-:11])[O-:8].[PH:4](=[O:5])([O-:11])[O-:8].[PH:4](=[O:5])([O-:11])[O-:8].[PH:4](=[O:5])([O-:11])[O-:8].[PH:4](=[O:5])([O-:11])[O-:8].[PH:4](=[O:5])([O-:11])[O-:8].[PH:4](=[O:5])([O-:11])[O-:8].[PH:4](=[O:5])([O-:11])[O-:8].[PH:4](=[O:5])([O-:11])[O-:8].[PH:4](=[O:5])([O-:11])[O-:8].[PH:4](=[O:5])([O-:11])[O-:8].[PH:4](=[O:5])([O-:11])[O-:8].[PH:4](=[O:5])([O-:11])[O-:8].[PH:4](=[O:5])([O-:11])[O-:8].[PH:4](=[O:5])([O-:11])[O-:8].[PH:4](=[O:5])([O-:11])[O-:8].[PH:4](=[O:5])([O-:11])[O-:8].[PH:4](=[O:5])([O-:11])[O-:8].[PH:4](=[O:5])([O-:11])[O-:8].[PH:4](=[O:5])([O-:11])[O-:8].[PH:4](=[O:5])([O-:11])[O-:8].[PH:4](=[O:5])([O-:11])[O-:8].[PH:4](=[O:5])([O-:11])[O-:8].[PH:4](=[O:5])([O-:11])[O-:8].[PH:4](=[O:5])([O-:11])[O-:8].[PH:4](=[O:5])([O-:11])[O-:8], predict the reactants needed to synthesize it. The reactants are: [H-].[Na+].[CH2:3](P(=O)(OCC)OCC)[P:4](=[O:11])([O:8]CC)[O:5]CC.O.